Dataset: Serine/threonine kinase 33 screen with 319,792 compounds. Task: Binary Classification. Given a drug SMILES string, predict its activity (active/inactive) in a high-throughput screening assay against a specified biological target. (1) The molecule is O(CCN(c1ncccc1)C)c1ccc(C(O)C)cc1. The result is 0 (inactive). (2) The molecule is N(C(C)C)c1nc(NC(C)C)nc(n1)Nn1cnnc1. The result is 0 (inactive). (3) The compound is S(=O)(=O)(N(Cc1ccccc1)CC)c1cc(C(=O)NC(C2C3CC(C2)CC3)C)ccc1OC. The result is 0 (inactive). (4) The drug is O(C(=O)C(NC(=O)NCC)C12CC3CC(C2)CC(C1)C3)C. The result is 0 (inactive).